This data is from NCI-60 drug combinations with 297,098 pairs across 59 cell lines. The task is: Regression. Given two drug SMILES strings and cell line genomic features, predict the synergy score measuring deviation from expected non-interaction effect. (1) Drug 1: C1CCC(C1)C(CC#N)N2C=C(C=N2)C3=C4C=CNC4=NC=N3. Drug 2: CC1=CC2C(CCC3(C2CCC3(C(=O)C)OC(=O)C)C)C4(C1=CC(=O)CC4)C. Cell line: COLO 205. Synergy scores: CSS=-5.90, Synergy_ZIP=5.40, Synergy_Bliss=0.956, Synergy_Loewe=-7.98, Synergy_HSA=-8.15. (2) Drug 1: CN(CC1=CN=C2C(=N1)C(=NC(=N2)N)N)C3=CC=C(C=C3)C(=O)NC(CCC(=O)O)C(=O)O. Drug 2: C1CN(CCN1C(=O)CCBr)C(=O)CCBr. Cell line: UACC-257. Synergy scores: CSS=24.3, Synergy_ZIP=-3.45, Synergy_Bliss=-0.107, Synergy_Loewe=-2.23, Synergy_HSA=-0.280. (3) Drug 1: CN1CCC(CC1)COC2=C(C=C3C(=C2)N=CN=C3NC4=C(C=C(C=C4)Br)F)OC. Drug 2: CC(C1=C(C=CC(=C1Cl)F)Cl)OC2=C(N=CC(=C2)C3=CN(N=C3)C4CCNCC4)N. Cell line: HCT116. Synergy scores: CSS=17.7, Synergy_ZIP=-3.85, Synergy_Bliss=2.71, Synergy_Loewe=-2.03, Synergy_HSA=1.16. (4) Drug 1: CN(C)N=NC1=C(NC=N1)C(=O)N. Drug 2: CCC(=C(C1=CC=CC=C1)C2=CC=C(C=C2)OCCN(C)C)C3=CC=CC=C3.C(C(=O)O)C(CC(=O)O)(C(=O)O)O. Cell line: BT-549. Synergy scores: CSS=-2.50, Synergy_ZIP=0.353, Synergy_Bliss=-2.22, Synergy_Loewe=-4.10, Synergy_HSA=-3.58. (5) Drug 1: CC1=C(C=C(C=C1)NC2=NC=CC(=N2)N(C)C3=CC4=NN(C(=C4C=C3)C)C)S(=O)(=O)N.Cl. Drug 2: C1=NC2=C(N1)C(=S)N=CN2. Cell line: UO-31. Synergy scores: CSS=30.8, Synergy_ZIP=-3.01, Synergy_Bliss=6.87, Synergy_Loewe=-2.87, Synergy_HSA=5.41. (6) Drug 1: C1CN1P(=S)(N2CC2)N3CC3. Drug 2: CCC1(CC2CC(C3=C(CCN(C2)C1)C4=CC=CC=C4N3)(C5=C(C=C6C(=C5)C78CCN9C7C(C=CC9)(C(C(C8N6C)(C(=O)OC)O)OC(=O)C)CC)OC)C(=O)OC)O.OS(=O)(=O)O. Cell line: SR. Synergy scores: CSS=87.5, Synergy_ZIP=-6.21, Synergy_Bliss=-6.93, Synergy_Loewe=-7.17, Synergy_HSA=-6.17. (7) Drug 1: CC1=C(C=C(C=C1)NC2=NC=CC(=N2)N(C)C3=CC4=NN(C(=C4C=C3)C)C)S(=O)(=O)N.Cl. Drug 2: CS(=O)(=O)OCCCCOS(=O)(=O)C. Cell line: SK-MEL-2. Synergy scores: CSS=-6.17, Synergy_ZIP=2.45, Synergy_Bliss=-0.0763, Synergy_Loewe=-6.12, Synergy_HSA=-5.61.